Dataset: Forward reaction prediction with 1.9M reactions from USPTO patents (1976-2016). Task: Predict the product of the given reaction. (1) Given the reactants [CH:1]([NH:3][CH2:4][C:5]1[C:6]([N:16]2[CH2:21][CH2:20][N:19](C(OC(C)(C)C)=O)[CH2:18][CH2:17]2)=[N:7][CH:8]=[C:9]([C:11]2[S:12][CH:13]=[CH:14][CH:15]=2)[N:10]=1)=O.O=P(Cl)(Cl)Cl.C([O-])(O)=O.[Na+], predict the reaction product. The product is: [N:16]1([C:6]2[C:5]3[N:10]([CH:1]=[N:3][CH:4]=3)[C:9]([C:11]3[S:12][CH:13]=[CH:14][CH:15]=3)=[CH:8][N:7]=2)[CH2:21][CH2:20][NH:19][CH2:18][CH2:17]1. (2) Given the reactants [Cl:1][C:2]1[CH:3]=[CH:4][C:5]2[NH:9][C:8](=[O:10])[N:7]([CH:11]3[CH2:16][CH2:15][N:14](C(OCC)=O)[CH2:13][CH2:12]3)[C:6]=2[CH:22]=1.[OH-].[Na+], predict the reaction product. The product is: [Cl:1][C:2]1[CH:3]=[CH:4][C:5]2[NH:9][C:8](=[O:10])[N:7]([CH:11]3[CH2:12][CH2:13][NH:14][CH2:15][CH2:16]3)[C:6]=2[CH:22]=1. (3) The product is: [NH2:18][C:13]1[C:12]2[C:8]([C:5]3[CH:6]=[CH:7][C:2]([NH2:1])=[CH:3][CH:4]=3)=[CH:9][S:10][C:11]=2[C:16]([C:21]#[C:20][CH2:19][N:22]2[C:26](=[O:27])[C:25]3[C:24](=[CH:31][CH:30]=[CH:29][CH:28]=3)[C:23]2=[O:32])=[CH:15][N:14]=1. Given the reactants [NH2:1][C:2]1[CH:7]=[CH:6][C:5]([C:8]2[C:12]3[C:13]([NH2:18])=[N:14][CH:15]=[C:16](I)[C:11]=3[S:10][CH:9]=2)=[CH:4][CH:3]=1.[CH2:19]([N:22]1[C:26](=[O:27])[C:25]2=[CH:28][CH:29]=[CH:30][CH:31]=[C:24]2[C:23]1=[O:32])[C:20]#[CH:21].O, predict the reaction product. (4) Given the reactants OS(O)(=O)=O.[CH3:6][N:7]([CH2:17][CH:18](OC)OC)[C:8](=[O:16])[CH2:9][C:10]1[CH:15]=[CH:14][CH:13]=[CH:12][CH:11]=1, predict the reaction product. The product is: [CH3:6][N:7]1[C:8](=[O:16])[CH2:9][C:10]2[CH:15]=[CH:14][CH2:13][CH2:12][C:11]=2[CH:18]=[CH:17]1. (5) Given the reactants [C:1]([O:4][CH2:5][C:6]([NH:8][C:9]1[CH:14]=[CH:13][C:12]([NH:15][CH2:16][CH3:17])=[C:11]([N+:18]([O-])=O)[CH:10]=1)=[O:7])(=[O:3])[CH3:2].C1(C)C=CC(S([O-])(=O)=O)=CC=1.[CH2:32]([N:39]1[C:43](=[O:44])[C:42](=[C:45]2[N:49]([CH3:50])[C:48]3[CH:51]=[CH:52][CH:53]=[CH:54][C:47]=3[S:46]2)[S:41][CH2+:40]1SC)[C:33]1[CH:38]=[CH:37][CH:36]=[CH:35][CH:34]=1, predict the reaction product. The product is: [CH2:32]([N:39]1[C:43](=[O:44])[C:42](=[C:45]2[N:49]([CH3:50])[C:48]3[CH:51]=[CH:52][CH:53]=[CH:54][C:47]=3[S:46]2)[S:41][C:40]1=[N:18][C:11]1[CH:10]=[C:9]([NH:8][C:6]([CH2:5][O:4][C:1](=[O:3])[CH3:2])=[O:7])[CH:14]=[CH:13][C:12]=1[NH:15][CH2:16][CH3:17])[C:33]1[CH:34]=[CH:35][CH:36]=[CH:37][CH:38]=1. (6) Given the reactants [C:1]([O:5][C:6]([N:8]1[CH2:17][C:16]([CH3:19])([CH3:18])[C:15]2[C:10](=[CH:11][C:12]([NH:20][C:21](=[O:29])[C:22]3[CH:27]=[CH:26][CH:25]=[CH:24][C:23]=3[NH2:28])=[CH:13][CH:14]=2)[CH2:9]1)=[O:7])([CH3:4])([CH3:3])[CH3:2].[N:30]1[CH:35]=[CH:34][C:33]([CH:36]=O)=[CH:32][N:31]=1.C1(C)C=CC(S(O)(=O)=O)=CC=1.[BH4-].[Na+], predict the reaction product. The product is: [C:1]([O:5][C:6]([N:8]1[CH2:17][C:16]([CH3:19])([CH3:18])[C:15]2[C:10](=[CH:11][C:12]([NH:20][C:21](=[O:29])[C:22]3[CH:27]=[CH:26][CH:25]=[CH:24][C:23]=3[N:28]=[CH:36][C:33]3[CH:34]=[CH:35][N:30]=[N:31][CH:32]=3)=[CH:13][CH:14]=2)[CH2:9]1)=[O:7])([CH3:2])([CH3:3])[CH3:4].